Task: Predict which catalyst facilitates the given reaction.. Dataset: Catalyst prediction with 721,799 reactions and 888 catalyst types from USPTO (1) Reactant: [CH3:1][C:2]1[CH:7]=[CH:6][C:5]([C:8]2[N:9]=[C:10]([C:21](O)=[O:22])[N:11]([CH3:20])[C:12]=2[C:13]2[CH:18]=[CH:17][C:16]([CH3:19])=[CH:15][CH:14]=2)=[CH:4][CH:3]=1.[NH2:24][N:25]1[CH2:30][CH2:29][CH2:28][CH2:27][CH2:26]1.N1CCCCC1.C1CN([P+](ON2N=NC3C=CC=CC2=3)(N2CCCC2)N2CCCC2)CC1.F[P-](F)(F)(F)(F)F.CCN(C(C)C)C(C)C. Product: [N:25]1([NH:24][C:21]([C:10]2[N:11]([CH3:20])[C:12]([C:13]3[CH:18]=[CH:17][C:16]([CH3:19])=[CH:15][CH:14]=3)=[C:8]([C:5]3[CH:6]=[CH:7][C:2]([CH3:1])=[CH:3][CH:4]=3)[N:9]=2)=[O:22])[CH2:30][CH2:29][CH2:28][CH2:27][CH2:26]1. The catalyst class is: 34. (2) Reactant: [F:1][C:2]([F:23])([F:22])[C:3](=[O:21])[CH2:4][C:5]([C:8]1[C:16]2[O:15][CH2:14][CH2:13][C:12]=2[CH:11]=[C:10]([S:17]([CH3:20])(=[O:19])=[O:18])[CH:9]=1)([CH3:7])[CH3:6].[CH2:24]1[CH2:28]OC[CH2:25]1. Product: [CH3:20][S:17]([C:10]1[CH:9]=[C:8]([C:5]([CH3:7])([CH3:6])[CH2:4][C:3]([C:2]([F:1])([F:22])[F:23])([OH:21])[CH2:28][C:24]#[CH:25])[C:16]2[O:15][CH2:14][CH2:13][C:12]=2[CH:11]=1)(=[O:18])=[O:19]. The catalyst class is: 27. (3) Reactant: [CH2:1]([N:4]([CH2:6][C:7]([O:9][CH2:10][CH3:11])=[O:8])[NH2:5])[CH:2]=[CH2:3].[CH2:12]([N:19]=[C:20]=[O:21])[C:13]1[CH:18]=[CH:17][CH:16]=[CH:15][CH:14]=1. Product: [CH2:1]([N:4]([CH2:6][C:7]([O:9][CH2:10][CH3:11])=[O:8])[NH:5][C:20](=[O:21])[NH:19][CH2:12][C:13]1[CH:18]=[CH:17][CH:16]=[CH:15][CH:14]=1)[CH:2]=[CH2:3]. The catalyst class is: 54. (4) Reactant: [C:1]([C:5]1[CH:25]=[CH:24][C:8]([CH2:9][N:10]2[C:14](=[O:15])[N:13]([CH2:16][CH2:17][CH2:18][CH2:19][CH2:20][CH3:21])[C:12]([CH2:22][OH:23])=[N:11]2)=[CH:7][CH:6]=1)([CH3:4])([CH3:3])[CH3:2].C([O:30][C:31](=[O:45])[C:32]([CH3:44])([O:34][C:35]1[CH:43]=[CH:42][C:38]([C:39](O)=[O:40])=[CH:37][CH:36]=1)[CH3:33])(C)(C)C.C(Cl)CCl. Product: [C:1]([C:5]1[CH:25]=[CH:24][C:8]([CH2:9][N:10]2[C:14](=[O:15])[N:13]([CH2:16][CH2:17][CH2:18][CH2:19][CH2:20][CH3:21])[C:12]([CH2:22][O:23][C:39]([C:38]3[CH:42]=[CH:43][C:35]([O:34][C:32]([CH3:33])([CH3:44])[C:31]([OH:45])=[O:30])=[CH:36][CH:37]=3)=[O:40])=[N:11]2)=[CH:7][CH:6]=1)([CH3:2])([CH3:3])[CH3:4]. The catalyst class is: 241.